From a dataset of Full USPTO retrosynthesis dataset with 1.9M reactions from patents (1976-2016). Predict the reactants needed to synthesize the given product. (1) The reactants are: [C:1]([O:5][C:6]([NH:8][C:9]1[CH:10]=[C:11]2[C:16](=[CH:17][CH:18]=1)[O:15][CH:14](O)[CH2:13][CH2:12]2)=[O:7])([CH3:4])([CH3:3])[CH3:2].[C:20]([CH:25]=P(C1C=CC=CC=1)(C1C=CC=CC=1)C1C=CC=CC=1)([O:22][CH2:23][CH3:24])=[O:21].C(OC(NC1C=C2C(=CC=1)OC(=O)CC2)=O)(C)(C)C.[O-]CC.[Na+]. Given the product [C:1]([O:5][C:6]([NH:8][C:9]1[CH:10]=[C:11]2[C:16](=[CH:17][CH:18]=1)[O:15][CH:14]([CH2:25][C:20]([O:22][CH2:23][CH3:24])=[O:21])[CH2:13][CH2:12]2)=[O:7])([CH3:4])([CH3:3])[CH3:2], predict the reactants needed to synthesize it. (2) Given the product [Cl:42][CH2:28][C:25]1[S:24][C:23]([C:20]2[NH:21][C:22]3[C:18]([CH:19]=2)=[CH:17][CH:16]=[CH:15][C:14]=3[N:5]([CH2:4][CH:1]2[CH2:3][CH2:2]2)[S:6]([C:9]2[S:10][CH:11]=[CH:12][CH:13]=2)(=[O:8])=[O:7])=[N:27][CH:26]=1, predict the reactants needed to synthesize it. The reactants are: [CH:1]1([CH2:4][N:5]([C:14]2[CH:15]=[CH:16][CH:17]=[C:18]3[C:22]=2[NH:21][C:20]([C:23]2[S:24][C:25]([CH2:28]O)=[CH:26][N:27]=2)=[CH:19]3)[S:6]([C:9]2[S:10][CH:11]=[CH:12][CH:13]=2)(=[O:8])=[O:7])[CH2:3][CH2:2]1.CN(C)C=O.O1CCCC1.S(Cl)([Cl:42])=O. (3) The reactants are: Cl[C:2]1[N:7]=[C:6]([C:8]([O:10]C)=[O:9])[CH:5]=[C:4]([NH:12][CH2:13][CH:14]2[CH2:19][CH2:18][CH2:17][CH2:16][CH2:15]2)[N:3]=1.C(N(CC)CC)C.C1(CNC2N=CN=C(C(OC)=O)C=2)CCCCC1.C1(CNC2N=CN=C(C(OCC)=O)C=2)CCCCC1.[OH-].[Li+]. Given the product [CH:14]1([CH2:13][NH:12][C:4]2[N:3]=[CH:2][N:7]=[C:6]([C:8]([OH:10])=[O:9])[CH:5]=2)[CH2:15][CH2:16][CH2:17][CH2:18][CH2:19]1, predict the reactants needed to synthesize it. (4) Given the product [Cl:17][C:14]1[N:13]=[CH:12][C:11]([C:6]2[C:5]3[C:9](=[CH:10][C:2]([C:25]4[CH:24]=[C:23]([CH:28]=[CH:27][C:26]=4[CH3:29])[C:22]([NH:21][CH2:19][CH3:20])=[O:39])=[C:3]([F:18])[CH:4]=3)[NH:8][N:7]=2)=[CH:16][CH:15]=1, predict the reactants needed to synthesize it. The reactants are: Br[C:2]1[CH:10]=[C:9]2[C:5]([C:6]([C:11]3[CH:12]=[N:13][C:14]([Cl:17])=[CH:15][CH:16]=3)=[N:7][NH:8]2)=[CH:4][C:3]=1[F:18].[CH2:19]([NH:21][C:22](=[O:39])[C:23]1[CH:28]=[CH:27][C:26]([CH3:29])=[C:25](B2OC(C)(C)C(C)(C)O2)[CH:24]=1)[CH3:20].C(=O)(O)[O-].[Na+].